Predict the reactants needed to synthesize the given product. From a dataset of Full USPTO retrosynthesis dataset with 1.9M reactions from patents (1976-2016). (1) Given the product [NH:19]([C:16]([CH3:17])=[O:18])[CH2:20][C:21]([CH2:14][P:7]([C:8]1[CH:13]=[CH:12][CH:11]=[CH:10][CH:9]=1)[C:1]1[CH:6]=[CH:5][CH:4]=[CH:3][CH:2]=1)=[O:22], predict the reactants needed to synthesize it. The reactants are: [C:1]1([P:7]([CH2:14]S)[C:8]2[CH:13]=[CH:12][CH:11]=[CH:10][CH:9]=2)[CH:6]=[CH:5][CH:4]=[CH:3][CH:2]=1.[C:16]([NH:19][CH2:20][C:21](O)=[O:22])(=[O:18])[CH3:17].C1CCC(N=C=NC2CCCCC2)CC1. (2) Given the product [CH:23]1([CH2:16][N:9]2[C:10]([CH2:24][NH2:25])=[CH:11][C:7]([C:6]([F:13])([F:12])[F:5])=[N:8]2)[CH2:19][CH2:22]1, predict the reactants needed to synthesize it. The reactants are: [H-].[Na+].N#N.[F:5][C:6]([F:13])([F:12])[C:7]1[CH:11]=[CH:10][NH:9][N:8]=1.O([C:16]1[CH:23]=[CH:22][C:19](CCl)=CC=1)C.[CH3:24][N:25](C=O)C. (3) Given the product [O:32]=[C:27]1[NH:28][C:29](=[O:31])[C:30](=[CH:1][C:3]2[CH:4]=[CH:5][C:6]([C:9]3[CH:10]=[C:11]([CH2:15][N:16]([CH3:25])[C:17](=[O:24])[C:18]4[CH:19]=[CH:20][CH:21]=[CH:22][CH:23]=4)[CH:12]=[N:13][CH:14]=3)=[CH:7][CH:8]=2)[S:26]1, predict the reactants needed to synthesize it. The reactants are: [CH:1]([C:3]1[CH:8]=[CH:7][C:6]([C:9]2[CH:10]=[C:11]([CH2:15][N:16]([CH3:25])[C:17](=[O:24])[C:18]3[CH:23]=[CH:22][CH:21]=[CH:20][CH:19]=3)[CH:12]=[N:13][CH:14]=2)=[CH:5][CH:4]=1)=O.[S:26]1[CH2:30][C:29](=[O:31])[NH:28][C:27]1=[O:32]. (4) Given the product [CH2:1]([O:8][C@@H:9]1[C@@H:14]([O:15][CH2:16][C:17]2[CH:22]=[CH:21][CH:20]=[CH:19][CH:18]=2)[C@H:13]([O:23][CH2:24][C:25]2[CH:26]=[CH:27][CH:28]=[CH:29][CH:30]=2)[C@@H:12]([CH2:31][O:32][CH2:33][C:34]2[CH:35]=[CH:36][CH:37]=[CH:38][CH:39]=2)[O:11][C@:10]1([C:42]1[CH:47]=[C:46]([CH2:48][C:49]2[CH:54]=[CH:53][C:52]([CH2:55][CH3:56])=[CH:51][CH:50]=2)[C:45]([Cl:57])=[CH:44][C:43]=1[O:58][CH3:59])[OH:40])[C:2]1[CH:7]=[CH:6][CH:5]=[CH:4][CH:3]=1, predict the reactants needed to synthesize it. The reactants are: [CH2:1]([O:8][C@@H:9]1[C@@H:14]([O:15][CH2:16][C:17]2[CH:22]=[CH:21][CH:20]=[CH:19][CH:18]=2)[C@H:13]([O:23][CH2:24][C:25]2[CH:30]=[CH:29][CH:28]=[CH:27][CH:26]=2)[C@@H:12]([CH2:31][O:32][CH2:33][C:34]2[CH:39]=[CH:38][CH:37]=[CH:36][CH:35]=2)[O:11][C:10]1=[O:40])[C:2]1[CH:7]=[CH:6][CH:5]=[CH:4][CH:3]=1.Br[C:42]1[CH:47]=[C:46]([CH2:48][C:49]2[CH:54]=[CH:53][C:52]([CH2:55][CH3:56])=[CH:51][CH:50]=2)[C:45]([Cl:57])=[CH:44][C:43]=1[O:58][CH3:59].[Li]CCCC. (5) Given the product [CH2:25]([O:27][C:28]([C:30]1([C:33]2[CH:38]=[CH:37][C:36]([C:2]3[CH:7]=[CH:6][C:5]([C:8]4[O:12][N:11]=[C:10]([CH3:13])[C:9]=4[NH:14][CH:15]([CH3:24])[CH2:16][O:17][C:18]4[CH:23]=[CH:22][CH:21]=[CH:20][CH:19]=4)=[CH:4][CH:3]=3)=[CH:35][CH:34]=2)[CH2:31][CH2:32]1)=[O:29])[CH3:26], predict the reactants needed to synthesize it. The reactants are: Br[C:2]1[CH:7]=[CH:6][C:5]([C:8]2[O:12][N:11]=[C:10]([CH3:13])[C:9]=2[NH:14][CH:15]([CH3:24])[CH2:16][O:17][C:18]2[CH:23]=[CH:22][CH:21]=[CH:20][CH:19]=2)=[CH:4][CH:3]=1.[CH2:25]([O:27][C:28]([C:30]1([C:33]2[CH:38]=[CH:37][C:36](B3OC(C)(C)C(C)(C)O3)=[CH:35][CH:34]=2)[CH2:32][CH2:31]1)=[O:29])[CH3:26]. (6) Given the product [Cl:12][C:13]1[CH:18]=[C:17]([Cl:19])[CH:16]=[CH:15][C:14]=1[O:20][C:2]1[CH:9]=[CH:8][C:5]([C:6]#[N:7])=[CH:4][C:3]=1[O:10][CH3:11], predict the reactants needed to synthesize it. The reactants are: F[C:2]1[CH:9]=[CH:8][C:5]([C:6]#[N:7])=[CH:4][C:3]=1[O:10][CH3:11].[Cl:12][C:13]1[CH:18]=[C:17]([Cl:19])[CH:16]=[CH:15][C:14]=1[OH:20].C(=O)([O-])[O-].[Cs+].[Cs+].